Dataset: Catalyst prediction with 721,799 reactions and 888 catalyst types from USPTO. Task: Predict which catalyst facilitates the given reaction. Reactant: C[O:2][C:3](=[O:34])[CH2:4][O:5][C:6]1[CH:14]=[CH:13][CH:12]=[C:11]2[C:7]=1[C:8]([C:29](=[O:33])[C:30]([NH2:32])=[O:31])=[C:9]([CH3:28])[N:10]2[CH2:15][C:16]1[CH:17]=[C:18]([C:22]2[CH:27]=[CH:26][CH:25]=[CH:24][CH:23]=2)[CH:19]=[CH:20][CH:21]=1.CO.[Na]. Product: [NH2:32][C:30](=[O:31])[C:29]([C:8]1[C:7]2[C:11](=[CH:12][CH:13]=[CH:14][C:6]=2[O:5][CH2:4][C:3]([OH:34])=[O:2])[N:10]([CH2:15][C:16]2[CH:17]=[C:18]([C:22]3[CH:23]=[CH:24][CH:25]=[CH:26][CH:27]=3)[CH:19]=[CH:20][CH:21]=2)[C:9]=1[CH3:28])=[O:33]. The catalyst class is: 74.